From a dataset of Peptide-MHC class I binding affinity with 185,985 pairs from IEDB/IMGT. Regression. Given a peptide amino acid sequence and an MHC pseudo amino acid sequence, predict their binding affinity value. This is MHC class I binding data. (1) The peptide sequence is LIEWAMEKS. The MHC is HLA-A02:01 with pseudo-sequence HLA-A02:01. The binding affinity (normalized) is 0. (2) The peptide sequence is FTNDVSFLA. The MHC is HLA-A68:02 with pseudo-sequence HLA-A68:02. The binding affinity (normalized) is 1.00. (3) The binding affinity (normalized) is 0.255. The peptide sequence is RPQLWRYRW. The MHC is HLA-B39:01 with pseudo-sequence HLA-B39:01. (4) The peptide sequence is ITKEIKNRDK. The MHC is HLA-A31:01 with pseudo-sequence HLA-A31:01. The binding affinity (normalized) is 0.149. (5) The peptide sequence is QKDPPFQW. The MHC is Mamu-B3901 with pseudo-sequence Mamu-B3901. The binding affinity (normalized) is 0.0576. (6) The peptide sequence is RYKLEGYAF. The MHC is HLA-A23:01 with pseudo-sequence HLA-A23:01. The binding affinity (normalized) is 0.